This data is from Full USPTO retrosynthesis dataset with 1.9M reactions from patents (1976-2016). The task is: Predict the reactants needed to synthesize the given product. (1) Given the product [F:75][C:69]1[C:70]([F:74])=[CH:71][CH:72]=[CH:73][C:68]=1[CH2:67][S:66][C:60]1[N:59]=[C:58]([NH:1][S:2]([N:5]2[CH2:8][CH:7]([NH:9][C:10](=[O:16])[O:11][C:12]([CH3:13])([CH3:15])[CH3:14])[CH2:6]2)(=[O:4])=[O:3])[CH:63]=[C:62]([O:64][CH3:65])[N:61]=1, predict the reactants needed to synthesize it. The reactants are: [NH2:1][S:2]([N:5]1[CH2:8][CH:7]([NH:9][C:10](=[O:16])[O:11][C:12]([CH3:15])([CH3:14])[CH3:13])[CH2:6]1)(=[O:4])=[O:3].C1(P(C2CCCCC2)C2C=CC=CC=2C2C(C(C)C)=CC(C(C)C)=CC=2C(C)C)CCCCC1.C(=O)([O-])[O-].[Cs+].[Cs+].Cl[C:58]1[CH:63]=[C:62]([O:64][CH3:65])[N:61]=[C:60]([S:66][CH2:67][C:68]2[CH:73]=[CH:72][CH:71]=[C:70]([F:74])[C:69]=2[F:75])[N:59]=1.[Cl-].[NH4+]. (2) Given the product [OH:26][CH2:25][CH2:24][C:16]1([CH2:15][CH2:14][N:11]2[CH2:12][CH2:13][CH:8]([N:7]([C:4]3[CH:3]=[CH:2][C:1]([CH3:27])=[CH:6][CH:5]=3)[C:40]([C:36]3[O:35][CH:39]=[CH:38][CH:37]=3)=[O:41])[CH2:9][CH2:10]2)[CH2:23][CH2:22][CH2:21][CH2:20][CH2:19][CH2:18][CH2:17]1, predict the reactants needed to synthesize it. The reactants are: [C:1]1([CH3:27])[CH:6]=[CH:5][C:4]([NH:7][CH:8]2[CH2:13][CH2:12][N:11]([CH2:14][CH2:15][C:16]3([CH2:24][CH2:25][OH:26])[CH2:23][CH2:22][CH2:21][CH2:20][CH2:19][CH2:18][CH2:17]3)[CH2:10][CH2:9]2)=[CH:3][CH:2]=1.C(N(CC)CC)C.[O:35]1[CH:39]=[CH:38][CH:37]=[C:36]1[C:40](Cl)=[O:41].[OH-].[K+].